From a dataset of Catalyst prediction with 721,799 reactions and 888 catalyst types from USPTO. Predict which catalyst facilitates the given reaction. Reactant: Cl[C:2]1[N:3]=[N:4][CH:5]=[C:6](Cl)[C:7]=1[Cl:8].[NH:10]1[CH2:15][CH2:14][CH:13]([C:16]2[CH:21]=[CH:20][N:19]=[CH:18][CH:17]=2)[CH2:12][CH2:11]1.C(=O)([O-])[O-].[K+].[K+].[NH2:28][NH2:29]. Product: [Cl:8][C:7]1[C:6]([N:19]2[CH2:18][CH2:17][CH:16]([C:13]3[CH:14]=[CH:15][N:10]=[CH:11][CH:12]=3)[CH2:21][CH2:20]2)=[CH:5][N:4]=[N:3][C:2]=1[NH:28][NH2:29]. The catalyst class is: 872.